The task is: Predict the product of the given reaction.. This data is from Forward reaction prediction with 1.9M reactions from USPTO patents (1976-2016). (1) The product is: [CH3:23][S:20]([C:17]1[CH:18]=[CH:19][C:14]([N:11]2[CH2:12][CH2:13][NH:8][CH2:9][CH2:10]2)=[N:15][CH:16]=1)(=[O:22])=[O:21]. Given the reactants C(OC([N:8]1[CH2:13][CH2:12][N:11]([C:14]2[CH:19]=[CH:18][C:17]([S:20]([CH3:23])(=[O:22])=[O:21])=[CH:16][N:15]=2)[CH2:10][CH2:9]1)=O)(C)(C)C.C(O)(C(F)(F)F)=O, predict the reaction product. (2) Given the reactants [CH:1]1([O:6][C:7]2[CH:12]=[CH:11][C:10]([CH2:13][C:14](Cl)=[N:15][OH:16])=[CH:9][CH:8]=2)[CH2:5][CH2:4][CH2:3][CH2:2]1.[C:18]([C:20]1[C:21]([NH2:27])=[N:22][C:23]([NH2:26])=[CH:24][CH:25]=1)#[CH:19].C(N(CC)CC)C, predict the reaction product. The product is: [CH:1]1([O:6][C:7]2[CH:12]=[CH:11][C:10]([CH2:13][C:14]3[CH:19]=[C:18]([C:20]4[C:21]([NH2:27])=[N:22][C:23]([NH2:26])=[CH:24][CH:25]=4)[O:16][N:15]=3)=[CH:9][CH:8]=2)[CH2:5][CH2:4][CH2:3][CH2:2]1. (3) Given the reactants [CH:1]1[C:10]2[C:5](=[CH:6][CH:7]=[CH:8][CH:9]=2)[CH:4]=[CH:3][C:2]=1[CH2:11][N:12]1[CH2:19][C@H:18]2[NH:20][CH2:21][C@@H:13]1[CH2:14][CH:15]=[CH:16][CH2:17]2.C(OCC)(=O)C.[O:28]1[CH2:30][CH:29]1[CH2:31][O:32][C:33]1[CH:41]=[CH:40][CH:39]=[C:38]2[C:34]=1[CH:35]=[CH:36][NH:37]2, predict the reaction product. The product is: [NH:37]1[C:38]2[C:34](=[C:33]([O:32][CH2:31][CH:29]([OH:28])[CH2:30][N:20]3[CH2:21][CH:13]4[N:12]([CH2:11][C:2]5[CH:3]=[CH:4][C:5]6[C:10](=[CH:9][CH:8]=[CH:7][CH:6]=6)[CH:1]=5)[CH2:19][CH:18]3[CH2:17][CH:16]=[CH:15][CH2:14]4)[CH:41]=[CH:40][CH:39]=2)[CH:35]=[CH:36]1. (4) Given the reactants Br[C:2]1[N:3]=[C:4]([NH:15][CH2:16][CH:17]2[CH2:22][CH2:21][O:20][CH2:19][CH2:18]2)[C:5]([NH:8][CH2:9][C:10]([O:12]CC)=O)=[N:6][CH:7]=1.BrC1[C:25]([NH:31]CC(OCC)=O)=[N:26][CH:27]=[C:28](Br)N=1.O1[CH2:43][CH2:42][CH:41]([CH2:44][NH2:45])[CH2:40]C1.C(N(CC)C(C)C)(C)C, predict the reaction product. The product is: [NH2:31][C:25]1[NH:26][C:27]2[CH:28]=[C:43]([C:2]3[N:3]=[C:4]4[N:15]([CH2:16][CH:17]5[CH2:18][CH2:19][O:20][CH2:21][CH2:22]5)[C:10](=[O:12])[CH2:9][NH:8][C:5]4=[N:6][CH:7]=3)[CH:42]=[C:41]([CH3:40])[C:44]=2[N:45]=1. (5) The product is: [Cl:1][C:2]1[CH:7]=[CH:6][C:5]([C:8]2[N:12]([C:13]3[CH:18]=[CH:17][C:16]([Cl:19])=[CH:15][C:14]=3[Cl:20])[N:11]=[C:10]([C:21]3[N:25]([CH3:31])[C:24](=[O:26])[C:23]([CH3:27])([CH3:28])[N:22]=3)[C:9]=2[CH2:29][CH3:30])=[CH:4][CH:3]=1. Given the reactants [Cl:1][C:2]1[CH:7]=[CH:6][C:5]([C:8]2[N:12]([C:13]3[CH:18]=[CH:17][C:16]([Cl:19])=[CH:15][C:14]=3[Cl:20])[N:11]=[C:10]([C:21]3[NH:25][C:24](=[O:26])[C:23]([CH3:28])([CH3:27])[N:22]=3)[C:9]=2[CH2:29][CH3:30])=[CH:4][CH:3]=1.[CH3:31]I, predict the reaction product. (6) Given the reactants [NH2:1][CH:2]([CH2:21][CH3:22])[CH2:3][NH:4][C:5]1[N:10]=[CH:9][C:8]([C:11]#[N:12])=[C:7]([NH:13][C:14]2[CH:19]=[CH:18][CH:17]=[C:16]([CH3:20])[N:15]=2)[CH:6]=1.[OH:23]O.[OH-].[K+], predict the reaction product. The product is: [NH2:1][CH:2]([CH2:21][CH3:22])[CH2:3][NH:4][C:5]1[N:10]=[CH:9][C:8]([C:11]([NH2:12])=[O:23])=[C:7]([NH:13][C:14]2[CH:19]=[CH:18][CH:17]=[C:16]([CH3:20])[N:15]=2)[CH:6]=1. (7) Given the reactants Cl.[NH2:2][OH:3].[OH-].[Na+].[C:6]1([P:12](Cl)([C:14]2[CH:19]=[CH:18][CH:17]=[CH:16][CH:15]=2)=[O:13])[CH:11]=[CH:10][CH:9]=[CH:8][CH:7]=1, predict the reaction product. The product is: [C:6]1([P:12]([O:3][NH2:2])([C:14]2[CH:19]=[CH:18][CH:17]=[CH:16][CH:15]=2)=[O:13])[CH:11]=[CH:10][CH:9]=[CH:8][CH:7]=1. (8) Given the reactants [N+:1]([C:4]1[CH:5]=[C:6]([C:10]2[CH:18]=[C:17]3[C:13]([CH:14]=[CH:15][N:16]3[C:19]3[CH:24]=[CH:23][N:22]=[C:21]([NH2:25])[N:20]=3)=[CH:12][CH:11]=2)[CH:7]=[CH:8][CH:9]=1)([O-])=O.O.O.Cl[Sn]Cl.C(=O)(O)[O-].[Na+], predict the reaction product. The product is: [NH2:1][C:4]1[CH:5]=[C:6]([C:10]2[CH:18]=[C:17]3[C:13]([CH:14]=[CH:15][N:16]3[C:19]3[CH:24]=[CH:23][N:22]=[C:21]([NH2:25])[N:20]=3)=[CH:12][CH:11]=2)[CH:7]=[CH:8][CH:9]=1. (9) Given the reactants [Cl:1][C:2]1[C:3]([C:8]2[CH:9]=[C:10]3[C:14](=[C:15]([O:17][C:18]4[CH:23]=[CH:22][C:21]([S:24]([CH3:27])(=[O:26])=[O:25])=[CH:20][CH:19]=4)[CH:16]=2)[N:13](COC)[N:12]=[C:11]3[NH:31][C:32]2[CH:36]=[CH:35][N:34]([CH3:37])[N:33]=2)=[N:4][CH:5]=[CH:6][CH:7]=1.Cl.C(=O)([O-])O.[Na+], predict the reaction product. The product is: [Cl:1][C:2]1[C:3]([C:8]2[CH:9]=[C:10]3[C:14](=[C:15]([O:17][C:18]4[CH:19]=[CH:20][C:21]([S:24]([CH3:27])(=[O:26])=[O:25])=[CH:22][CH:23]=4)[CH:16]=2)[NH:13][N:12]=[C:11]3[NH:31][C:32]2[CH:36]=[CH:35][N:34]([CH3:37])[N:33]=2)=[N:4][CH:5]=[CH:6][CH:7]=1.